This data is from Forward reaction prediction with 1.9M reactions from USPTO patents (1976-2016). The task is: Predict the product of the given reaction. (1) Given the reactants [F:1][C:2]1[CH:7]=[CH:6][C:5]([CH:8]([C:52]2[CH:57]=[CH:56][C:55]([F:58])=[CH:54][CH:53]=2)[C@@H:9]([NH:47][C:48]([O:50][CH3:51])=[O:49])[C:10]([NH:12][CH:13]2[CH2:17][C:16]([F:19])([F:18])[CH2:15][CH:14]2[CH2:20][CH2:21][C@@H:22]2[N:27]([S:28]([C:31]3[CH:36]=[CH:35][CH:34]=[CH:33][CH:32]=3)(=[O:30])=[O:29])[CH2:26][CH2:25][N:24](C(OCC3C=CC=CC=3)=O)[CH2:23]2)=[O:11])=[CH:4][CH:3]=1, predict the reaction product. The product is: [F:19][C:16]1([F:18])[CH2:17][CH:13]([NH:12][C:10](=[O:11])[C@H:9]([NH:47][C:48](=[O:49])[O:50][CH3:51])[CH:8]([C:52]2[CH:57]=[CH:56][C:55]([F:58])=[CH:54][CH:53]=2)[C:5]2[CH:4]=[CH:3][C:2]([F:1])=[CH:7][CH:6]=2)[CH:14]([CH2:20][CH2:21][C@H:22]2[CH2:23][NH:24][CH2:25][CH2:26][N:27]2[S:28]([C:31]2[CH:36]=[CH:35][CH:34]=[CH:33][CH:32]=2)(=[O:30])=[O:29])[CH2:15]1. (2) Given the reactants [F:1][C:2]1[CH:3]=[CH:4][C:5]([NH:11][CH2:12][C:13]([F:16])([F:15])[F:14])=[C:6]([CH:10]=1)[C:7]([OH:9])=O.[CH3:17][C:18]([NH2:22])([C:20]#[CH:21])[CH3:19].CCN=C=NCCCN(C)C.CCN(C(C)C)C(C)C.C1C=CC2N(O)N=NC=2C=1, predict the reaction product. The product is: [F:1][C:2]1[CH:3]=[CH:4][C:5]([NH:11][CH2:12][C:13]([F:16])([F:15])[F:14])=[C:6]([CH:10]=1)[C:7]([NH:22][C:18]([CH3:19])([C:20]#[CH:21])[CH3:17])=[O:9]. (3) The product is: [N+:15]([C:5]1[CH:4]=[CH:3][C:2]([N:24]2[CH2:25][CH2:26][N:21]([C:18](=[O:20])[CH3:19])[CH2:22][CH2:23]2)=[CH:14][C:6]=1[NH:7][C:8]1[CH:13]=[CH:12][CH:11]=[CH:10][CH:9]=1)([O-:17])=[O:16]. Given the reactants Cl[C:2]1[CH:3]=[CH:4][C:5]([N+:15]([O-:17])=[O:16])=[C:6]([CH:14]=1)[NH:7][C:8]1[CH:13]=[CH:12][CH:11]=[CH:10][CH:9]=1.[C:18]([N:21]1[CH2:26][CH2:25][NH:24][CH2:23][CH2:22]1)(=[O:20])[CH3:19].O, predict the reaction product.